From a dataset of NCI-60 drug combinations with 297,098 pairs across 59 cell lines. Regression. Given two drug SMILES strings and cell line genomic features, predict the synergy score measuring deviation from expected non-interaction effect. (1) Drug 1: CC1CCC2CC(C(=CC=CC=CC(CC(C(=O)C(C(C(=CC(C(=O)CC(OC(=O)C3CCCCN3C(=O)C(=O)C1(O2)O)C(C)CC4CCC(C(C4)OC)O)C)C)O)OC)C)C)C)OC. Drug 2: C1C(C(OC1N2C=NC3=C2NC=NCC3O)CO)O. Cell line: NCI-H226. Synergy scores: CSS=7.99, Synergy_ZIP=-2.20, Synergy_Bliss=1.48, Synergy_Loewe=-1.57, Synergy_HSA=1.14. (2) Drug 1: C1=C(C(=O)NC(=O)N1)F. Drug 2: CCC1(CC2CC(C3=C(CCN(C2)C1)C4=CC=CC=C4N3)(C5=C(C=C6C(=C5)C78CCN9C7C(C=CC9)(C(C(C8N6C=O)(C(=O)OC)O)OC(=O)C)CC)OC)C(=O)OC)O.OS(=O)(=O)O. Cell line: IGROV1. Synergy scores: CSS=33.2, Synergy_ZIP=-2.54, Synergy_Bliss=-2.02, Synergy_Loewe=0.882, Synergy_HSA=1.14. (3) Drug 1: CC1=CC2C(CCC3(C2CCC3(C(=O)C)OC(=O)C)C)C4(C1=CC(=O)CC4)C. Drug 2: C1C(C(OC1N2C=C(C(=O)NC2=O)F)CO)O. Cell line: LOX IMVI. Synergy scores: CSS=51.3, Synergy_ZIP=2.14, Synergy_Bliss=1.65, Synergy_Loewe=-38.1, Synergy_HSA=2.32. (4) Drug 1: C1CCC(C1)C(CC#N)N2C=C(C=N2)C3=C4C=CNC4=NC=N3. Drug 2: COC1=C(C=C2C(=C1)N=CN=C2NC3=CC(=C(C=C3)F)Cl)OCCCN4CCOCC4. Cell line: TK-10. Synergy scores: CSS=38.5, Synergy_ZIP=3.90, Synergy_Bliss=5.73, Synergy_Loewe=3.60, Synergy_HSA=7.33.